From a dataset of Catalyst prediction with 721,799 reactions and 888 catalyst types from USPTO. Predict which catalyst facilitates the given reaction. Reactant: [CH2:1]([O:3][C:4]([C:6]1[C:10]([NH2:11])=[C:9]([C:12]2[CH:17]=[CH:16][C:15]([Cl:18])=[CH:14][CH:13]=2)[N:8]([C:19]2[CH:24]=[CH:23][CH:22]=[CH:21][C:20]=2[Cl:25])[N:7]=1)=[O:5])[CH3:2].[C:26]([O:30][C:31](=[O:36])[NH:32][CH2:33][CH:34]=O)([CH3:29])([CH3:28])[CH3:27].C(O)(=O)C.[BH-](OC(C)=O)(OC(C)=O)OC(C)=O.[Na+]. Product: [CH2:1]([O:3][C:4]([C:6]1[C:10]([NH:11][CH2:34][CH2:33][NH:32][C:31]([O:30][C:26]([CH3:29])([CH3:28])[CH3:27])=[O:36])=[C:9]([C:12]2[CH:13]=[CH:14][C:15]([Cl:18])=[CH:16][CH:17]=2)[N:8]([C:19]2[CH:24]=[CH:23][CH:22]=[CH:21][C:20]=2[Cl:25])[N:7]=1)=[O:5])[CH3:2]. The catalyst class is: 26.